Task: Predict the product of the given reaction.. Dataset: Forward reaction prediction with 1.9M reactions from USPTO patents (1976-2016) (1) Given the reactants C([O:3][C:4](=O)[CH2:5][CH2:6][CH2:7][C:8]1[CH:13]=[N:12][CH:11]=[CH:10][N:9]=1)C, predict the reaction product. The product is: [CH2:13]1[NH:12][CH2:11][CH2:10][N:9]2[C:4](=[O:3])[CH2:5][CH2:6][CH2:7][CH:8]12. (2) Given the reactants Cl.[NH2:2][CH:3]([C:7]1[CH:12]=[CH:11][CH:10]=[CH:9][CH:8]=1)[C:4](=O)[CH3:5].[C:13]([CH2:21][C:22]([O:24][CH2:25][CH3:26])=[O:23])(=O)[C:14]1[CH:19]=[CH:18][N:17]=[CH:16][CH:15]=1.C([O-])(=O)C.[NH4+], predict the reaction product. The product is: [CH2:25]([O:24][C:22]([C:21]1[C:4]([CH3:5])=[C:3]([C:7]2[CH:12]=[CH:11][CH:10]=[CH:9][CH:8]=2)[NH:2][C:13]=1[C:14]1[CH:19]=[CH:18][N:17]=[CH:16][CH:15]=1)=[O:23])[CH3:26]. (3) Given the reactants [CH2:1]([CH:3]1[C:11]2[C:6](=[CH:7][CH:8]=[C:9]([F:12])[CH:10]=2)[NH:5][C:4]1=[O:13])[CH3:2].Br[CH2:15][CH2:16][CH2:17][CH2:18][CH2:19][Br:20], predict the reaction product. The product is: [Br:20][CH2:19][CH2:18][CH2:17][CH2:16][CH2:15][C:3]1([CH2:1][CH3:2])[C:11]2[C:6](=[CH:7][CH:8]=[C:9]([F:12])[CH:10]=2)[NH:5][C:4]1=[O:13]. (4) Given the reactants [Cl:1][C:2]1[N:3]=[C:4](Cl)[C:5]2[CH:10]=[C:9]([CH3:11])[S:8][C:6]=2[N:7]=1.[CH3:13][SH:14].[Na], predict the reaction product. The product is: [Cl:1][C:2]1[N:3]=[C:4]([S:14][CH3:13])[C:5]2[CH:10]=[C:9]([CH3:11])[S:8][C:6]=2[N:7]=1. (5) The product is: [C:11]([C:8]1[N:7]=[C:6]2[C:2]([I:1])=[CH:3][N:4]([C:18]([O:17][C:13]([CH3:16])([CH3:15])[CH3:14])=[O:19])[C:5]2=[CH:10][CH:9]=1)#[N:12]. Given the reactants [I:1][C:2]1[C:6]2=[N:7][C:8]([C:11]#[N:12])=[CH:9][CH:10]=[C:5]2[NH:4][CH:3]=1.[C:13]([O:17][C:18](O[C:18]([O:17][C:13]([CH3:16])([CH3:15])[CH3:14])=[O:19])=[O:19])([CH3:16])([CH3:15])[CH3:14], predict the reaction product. (6) Given the reactants [N:1]1[CH:6]=[CH:5][CH:4]=[C:3]([C:7]2[CH:8]=[C:9]3[C:13](=[CH:14][CH:15]=2)[NH:12][C:11](=[O:16])[CH2:10]3)[CH:2]=1.[CH:17]1([Bi](C2CC2)C2CC2)[CH2:19][CH2:18]1.N1C=CC=CC=1, predict the reaction product. The product is: [CH:17]1([N:12]2[C:13]3[C:9](=[CH:8][C:7]([C:3]4[CH:2]=[N:1][CH:6]=[CH:5][CH:4]=4)=[CH:15][CH:14]=3)[CH2:10][C:11]2=[O:16])[CH2:19][CH2:18]1. (7) Given the reactants [NH2:1][C:2]1[CH:3]=[C:4]([NH:8][C:9]2[C:18]3[C:13](=[CH:14][N:15]=[C:16]([NH:19][CH2:20][CH2:21][N:22]4[CH2:27][CH2:26][O:25][CH2:24][CH2:23]4)[CH:17]=3)[N:12]=[CH:11][C:10]=2[C:28]#[N:29])[CH:5]=[CH:6][CH:7]=1.C(N(CC)CC)C.[CH3:37][S:38](Cl)(=[O:40])=[O:39], predict the reaction product. The product is: [C:28]([C:10]1[CH:11]=[N:12][C:13]2[C:18]([C:9]=1[NH:8][C:4]1[CH:3]=[C:2]([NH:1][S:38]([CH3:37])(=[O:40])=[O:39])[CH:7]=[CH:6][CH:5]=1)=[CH:17][C:16]([NH:19][CH2:20][CH2:21][N:22]1[CH2:27][CH2:26][O:25][CH2:24][CH2:23]1)=[N:15][CH:14]=2)#[N:29]. (8) Given the reactants [C:1]([OH:10])(=O)[C:2]1[C:3](=[CH:5][CH:6]=[CH:7][CH:8]=1)[NH2:4].[CH3:11][NH2:12].[F:13][C:14]1[CH:21]=[C:20]([O:22][CH3:23])[CH:19]=[CH:18][C:15]=1[CH:16]=O.OC1[CH2:30][CH2:29][N:28](C(OC(C)(C)C)=O)[CH2:27][CH2:26]1.[C:38]1(=O)[CH2:41][CH2:40][CH2:39]1, predict the reaction product. The product is: [CH:38]1([N:28]2[CH2:29][CH2:30][CH:23]([O:22][C:20]3[CH:19]=[CH:18][C:15]([C:16]4[N:12]([CH3:11])[C:1](=[O:10])[C:2]5[C:3](=[CH:5][CH:6]=[CH:7][CH:8]=5)[N:4]=4)=[C:14]([F:13])[CH:21]=3)[CH2:26][CH2:27]2)[CH2:41][CH2:40][CH2:39]1.